From a dataset of Retrosynthesis with 50K atom-mapped reactions and 10 reaction types from USPTO. Predict the reactants needed to synthesize the given product. (1) Given the product CCCCCC=CCOC, predict the reactants needed to synthesize it. The reactants are: C=CCCCC=CCOC. (2) Given the product CC1=C(C(=O)Nc2ccc(Cl)c(C(=O)OC(C)C)c2)SCCS1, predict the reactants needed to synthesize it. The reactants are: CC(C)OC(=O)c1cc(N)ccc1Cl.CC1=C(C(=O)O)SCCS1. (3) Given the product CC(C)CC(N[C@@H](C)C(=O)N[C@@H](Cc1c[nH]c2ccccc12)C(=O)O)C(=O)O, predict the reactants needed to synthesize it. The reactants are: CC(C)CC(=O)C(=O)O.C[C@H](N)C(=O)N[C@@H](Cc1c[nH]c2ccccc12)C(=O)O. (4) Given the product CCOC(=O)Cc1ccc(OC)c(Oc2ccc(NC(=O)c3ccccc3)cc2CSC(C)(C)C)c1, predict the reactants needed to synthesize it. The reactants are: CCOC(=O)Cc1ccc(OC)c(Oc2ccc(N)cc2CSC(C)(C)C)c1.O=C(Cl)c1ccccc1. (5) The reactants are: O=C1CNC(=S)N1.O=Cc1ccc(O)c(Br)c1. Given the product O=C1NC(=S)NC1=Cc1ccc(O)c(Br)c1, predict the reactants needed to synthesize it. (6) Given the product OCCNCCc1c[nH]c2ccccc12, predict the reactants needed to synthesize it. The reactants are: CCOC(=O)CNCCc1c[nH]c2ccccc12. (7) Given the product COc1nc2cc(Cl)c(Cl)c(C(C)n3ccnc3)c2nc1OC, predict the reactants needed to synthesize it. The reactants are: COc1nc2cc(Cl)c(Cl)c(C(C)Cl)c2nc1OC.c1c[nH]cn1.